This data is from Full USPTO retrosynthesis dataset with 1.9M reactions from patents (1976-2016). The task is: Predict the reactants needed to synthesize the given product. (1) Given the product [C:17]([C:6]1[N:5]=[N:4][C:3]([O:2][CH3:1])=[CH:8][CH:7]=1)#[N:18], predict the reactants needed to synthesize it. The reactants are: [CH3:1][O:2][C:3]1[N:4]=[N+:5]([O-])[CH:6]=[CH:7][CH:8]=1.COS(=O)(=O)OC.[C-:17]#[N:18].[K+].C(=O)([O-])O.[Na+]. (2) Given the product [C:1]([C:5]1[CH:6]=[C:7]([NH:50][S:51]([CH3:54])(=[O:52])=[O:53])[C:8]([O:48][CH3:49])=[C:9]([NH:11][C:12](=[O:47])[NH:13][C:14]2[C:23]3[C:18](=[CH:19][CH:20]=[CH:21][CH:22]=3)[C:17]([O:24][C:25]3[CH:30]=[CH:29][N:28]=[C:27]([NH:31][C:32]4[CH:44]=[CH:43][C:35]([CH2:36][P:37]([CH3:42])(=[O:38])[OH:41])=[C:34]([O:45][CH3:46])[CH:33]=4)[CH:26]=3)=[CH:16][CH:15]=2)[CH:10]=1)([CH3:4])([CH3:2])[CH3:3], predict the reactants needed to synthesize it. The reactants are: [C:1]([C:5]1[CH:6]=[C:7]([NH:50][S:51]([CH3:54])(=[O:53])=[O:52])[C:8]([O:48][CH3:49])=[C:9]([NH:11][C:12](=[O:47])[NH:13][C:14]2[C:23]3[C:18](=[CH:19][CH:20]=[CH:21][CH:22]=3)[C:17]([O:24][C:25]3[CH:30]=[CH:29][N:28]=[C:27]([NH:31][C:32]4[CH:44]=[CH:43][C:35]([CH2:36][P:37]([CH3:42])(=[O:41])[O:38]CC)=[C:34]([O:45][CH3:46])[CH:33]=4)[CH:26]=3)=[CH:16][CH:15]=2)[CH:10]=1)([CH3:4])([CH3:3])[CH3:2].[OH-].[Na+].C(O)(=O)C. (3) Given the product [CH3:23][C:7]1[N:8]=[C:9]([CH2:11][CH2:12][C:13]2[CH:18]=[CH:17][C:16]([C:19]([F:22])([F:20])[F:21])=[CH:15][CH:14]=2)[O:10][C:6]=1[CH2:4][OH:3], predict the reactants needed to synthesize it. The reactants are: C([O:3][C:4]([C:6]1[O:10][C:9]([CH2:11][CH2:12][C:13]2[CH:18]=[CH:17][C:16]([C:19]([F:22])([F:21])[F:20])=[CH:15][CH:14]=2)=[N:8][C:7]=1[CH3:23])=O)C.[H-].[Al+3].[Li+].[H-].[H-].[H-].C(OCC)(=O)C.[NH4+].[Cl-]. (4) Given the product [CH3:60][C:59]([CH3:62])([CH3:61])[CH2:58][O:57][C:56](=[O:55])[N:37]=[C:36]([NH2:38])[C:35]1[CH:34]=[CH:33][C:32]([NH:31][CH:18]([C:7]2[CH:8]=[C:9]([O:16][CH3:17])[CH:10]=[C:11]([O:12][CH2:13][CH2:14][OH:15])[C:6]=2[F:5])[C:19]2[NH:23][C:22](=[O:24])[N:21]([C:25]3[N:26]=[CH:27][CH:28]=[CH:29][N:30]=3)[N:20]=2)=[CH:40][CH:39]=1, predict the reactants needed to synthesize it. The reactants are: C(O)(=O)C.[F:5][C:6]1[C:11]([O:12][CH2:13][CH2:14][OH:15])=[CH:10][C:9]([O:16][CH3:17])=[CH:8][C:7]=1[CH:18]([NH:31][C:32]1[CH:40]=[CH:39][C:35]([C:36]([NH2:38])=[NH:37])=[CH:34][CH:33]=1)[C:19]1[NH:23][C:22](=[O:24])[N:21]([C:25]2[N:30]=[CH:29][CH:28]=[CH:27][N:26]=2)[N:20]=1.CN(C=O)C.[N+](C1C=CC([O:55][C:56](=O)[O:57][CH2:58][C:59]([CH3:62])([CH3:61])[CH3:60])=CC=1)([O-])=O.C(N(CC)CC)C.